Dataset: Full USPTO retrosynthesis dataset with 1.9M reactions from patents (1976-2016). Task: Predict the reactants needed to synthesize the given product. (1) The reactants are: [C:1]12(O)[CH2:10][CH:5]3[CH2:6][CH:7]([CH2:9][CH:3]([CH2:4]3)[CH2:2]1)[CH2:8]2.[Br:12][C:13]1[CH:18]=[CH:17][C:16]([O:19][CH3:20])=[CH:15][CH:14]=1.C(Cl)Cl.S(=O)(=O)(O)O. Given the product [CH:1]12[CH2:10][CH:5]3[CH2:6][CH:7]([CH2:9][CH:3]([CH2:4]3)[CH:2]1[C:17]1[CH:18]=[C:13]([Br:12])[CH:14]=[CH:15][C:16]=1[O:19][CH3:20])[CH2:8]2, predict the reactants needed to synthesize it. (2) The reactants are: [CH2:1]([C:5]1[N:6]=[C:7]([CH3:35])[N:8]([CH2:31][C:32](O)=[O:33])[C:9](=[O:30])[C:10]=1[CH2:11][C:12]1[CH:17]=[CH:16][C:15]([C:18]2[CH:23]=[CH:22][CH:21]=[CH:20][C:19]=2[C:24]2[NH:28][C:27](=[O:29])[O:26][N:25]=2)=[CH:14][CH:13]=1)[CH2:2][CH2:3][CH3:4].[C:36]([NH2:40])([CH3:39])([CH3:38])[CH3:37].ON1C2C=CC=CC=2N=N1.Cl.C(N=C=NCCCN(C)C)C. Given the product [C:36]([NH:40][C:32](=[O:33])[CH2:31][N:8]1[C:9](=[O:30])[C:10]([CH2:11][C:12]2[CH:13]=[CH:14][C:15]([C:18]3[CH:23]=[CH:22][CH:21]=[CH:20][C:19]=3[C:24]3[NH:28][C:27](=[O:29])[O:26][N:25]=3)=[CH:16][CH:17]=2)=[C:5]([CH2:1][CH2:2][CH2:3][CH3:4])[N:6]=[C:7]1[CH3:35])([CH3:39])([CH3:38])[CH3:37], predict the reactants needed to synthesize it. (3) Given the product [CH2:1]([C:3]1[N:4]=[C:5]2[C:10]([C:11]([F:13])([F:14])[F:12])=[CH:9][CH:8]=[CH:7][N:6]2[C:15]=1[C:17]1[CH:18]=[CH:19][C:20]([O:21][C:22]2[CH:27]=[CH:26][CH:25]=[C:24]([S:28]([CH2:31][CH3:32])(=[O:30])=[O:29])[CH:23]=2)=[CH:33][CH:34]=1)[CH3:2], predict the reactants needed to synthesize it. The reactants are: [CH2:1]([C:3]1[N:4]=[C:5]2[C:10]([C:11]([F:14])([F:13])[F:12])=[CH:9][CH:8]=[CH:7][N:6]2[CH:15]=1)[CH3:2].Br[C:17]1[CH:34]=[CH:33][C:20]([O:21][C:22]2[CH:27]=[CH:26][CH:25]=[C:24]([S:28]([CH2:31][CH3:32])(=[O:30])=[O:29])[CH:23]=2)=[CH:19][CH:18]=1. (4) Given the product [Br:29][CH:15]1[CH2:14][CH2:13][CH2:12][CH2:11][N:10]2[C:16](=[O:18])[CH:17]=[C:7]([C:4]3[CH:5]=[CH:6][N:1]=[CH:2][N:3]=3)[N:8]=[C:9]12, predict the reactants needed to synthesize it. The reactants are: [N:1]1[CH:6]=[CH:5][C:4]([C:7]2[N:8]=[C:9]3[CH2:15][CH2:14][CH2:13][CH2:12][CH2:11][N:10]3[C:16](=[O:18])[CH:17]=2)=[N:3][CH:2]=1.C[Si]([N-][Si](C)(C)C)(C)C.[Li+].[Br:29]N1C(=O)CCC1=O. (5) Given the product [CH2:12]([C:7]1[C:6]([CH2:16][NH:17][C:18](=[O:24])[O:19][C:20]([CH3:23])([CH3:21])[CH3:22])=[C:5]([C:25]2[CH:26]=[CH:27][C:28]([CH3:31])=[CH:29][CH:30]=2)[C:4]2[C:9](=[CH:10][CH:11]=[C:2]([NH:1][S:33]([CH3:32])(=[O:35])=[O:34])[CH:3]=2)[N:8]=1)[CH:13]([CH3:15])[CH3:14], predict the reactants needed to synthesize it. The reactants are: [NH2:1][C:2]1[CH:3]=[C:4]2[C:9](=[CH:10][CH:11]=1)[N:8]=[C:7]([CH2:12][CH:13]([CH3:15])[CH3:14])[C:6]([CH2:16][NH:17][C:18](=[O:24])[O:19][C:20]([CH3:23])([CH3:22])[CH3:21])=[C:5]2[C:25]1[CH:30]=[CH:29][C:28]([CH3:31])=[CH:27][CH:26]=1.[CH3:32][S:33](Cl)(=[O:35])=[O:34].C(N(CC)CC)C.O.